This data is from Catalyst prediction with 721,799 reactions and 888 catalyst types from USPTO. The task is: Predict which catalyst facilitates the given reaction. Reactant: [I:1]I.[CH2:3]([NH:10][C:11]1[CH:16]=[C:15]([CH3:17])[N:14]=[C:13]([NH2:18])[N:12]=1)[C:4]1[CH:9]=[CH:8][CH:7]=[CH:6][CH:5]=1. Product: [CH2:3]([NH:10][C:11]1[C:16]([I:1])=[C:15]([CH3:17])[N:14]=[C:13]([NH2:18])[N:12]=1)[C:4]1[CH:5]=[CH:6][CH:7]=[CH:8][CH:9]=1. The catalyst class is: 5.